From a dataset of Catalyst prediction with 721,799 reactions and 888 catalyst types from USPTO. Predict which catalyst facilitates the given reaction. (1) Reactant: [CH2:1]([O:3][C:4]([N:6]1[C:15]2[C:10](=[N:11][C:12]([O:16][CH3:17])=[CH:13][CH:14]=2)[C@@H:9]([NH:18][C:19]2[N:24]=[C:23]([CH2:25][C:26]3[CH:31]=[C:30]([C:32]([F:35])([F:34])[F:33])[CH:29]=[C:28]([C:36]([F:39])([F:38])[F:37])[CH:27]=3)[C:22]([CH2:40][OH:41])=[CH:21][N:20]=2)[CH2:8][C@H:7]1[CH2:42][CH3:43])=[O:5])[CH3:2].[H-].[Na+].Br[CH2:47][CH2:48][O:49][CH:50]1[CH2:55][CH2:54][CH2:53][CH2:52][O:51]1.C(=O)([O-])O.[Na+]. Product: [CH2:1]([O:3][C:4]([N:6]1[C:15]2[C:10](=[N:11][C:12]([O:16][CH3:17])=[CH:13][CH:14]=2)[C@@H:9]([NH:18][C:19]2[N:24]=[C:23]([CH2:25][C:26]3[CH:27]=[C:28]([C:36]([F:37])([F:38])[F:39])[CH:29]=[C:30]([C:32]([F:35])([F:33])[F:34])[CH:31]=3)[C:22]([CH2:40][O:41][CH2:47][CH2:48][O:49][CH:50]3[CH2:55][CH2:54][CH2:53][CH2:52][O:51]3)=[CH:21][N:20]=2)[CH2:8][C@H:7]1[CH2:42][CH3:43])=[O:5])[CH3:2]. The catalyst class is: 9. (2) Reactant: [C:1]([OH:8])(=[O:7])/[CH:2]=[CH:3]\[C:4]([OH:6])=[O:5].[C:9]([O:12][C:13]1[S:21][C:20]2[CH2:19][CH2:18][N:17]([CH:22]([C:30]([CH:32]3[CH2:34][CH2:33]3)=[O:31])[C:23]3[CH:28]=[CH:27][CH:26]=[CH:25][C:24]=3[F:29])[CH2:16][C:15]=2[CH:14]=1)(=[O:11])[CH3:10]. Product: [C:1]([OH:8])(=[O:7])/[CH:2]=[CH:3]\[C:4]([OH:6])=[O:5].[C:9]([O:12][C:13]1[S:21][C:20]2[CH2:19][CH2:18][N:17]([CH:22]([C:30]([CH:32]3[CH2:34][CH2:33]3)=[O:31])[C:23]3[CH:28]=[CH:27][CH:26]=[CH:25][C:24]=3[F:29])[CH2:16][C:15]=2[CH:14]=1)(=[O:11])[CH3:10]. The catalyst class is: 21. (3) Reactant: C[C:2]1[C:9](F)=[C:8]([N+:11]([O-:13])=[O:12])[CH:7]=[CH:6][C:3]=1[C:4]#[N:5].[CH3:14][NH2:15]. Product: [CH3:14][NH:15][C:9]1[CH:2]=[C:3]([CH:6]=[CH:7][C:8]=1[N+:11]([O-:13])=[O:12])[C:4]#[N:5]. The catalyst class is: 3. (4) Reactant: [CH3:1][C:2]1[CH:6]=[C:5]([CH3:7])[N:4]([C:8]2[CH:13]=[CH:12][C:11]([O:14]C)=[CH:10][C:9]=2[CH2:16][NH2:17])[N:3]=1.B(Br)(Br)Br. Product: [NH2:17][CH2:16][C:9]1[CH:10]=[C:11]([OH:14])[CH:12]=[CH:13][C:8]=1[N:4]1[C:5]([CH3:7])=[CH:6][C:2]([CH3:1])=[N:3]1. The catalyst class is: 34. (5) Reactant: [CH3:1][O:2][CH2:3][CH2:4][CH2:5][O:6][C:7]1[CH:8]=[C:9]([CH:30]=[CH:31][C:32]=1[O:33][CH3:34])[CH2:10][C@H:11]([CH:27]([CH3:29])[CH3:28])[C:12](N1[C@H](CC2C=CC=CC=2)COC1=O)=[O:13].CCOCC.[Li+].[BH4-].C1COCC1. Product: [CH3:1][O:2][CH2:3][CH2:4][CH2:5][O:6][C:7]1[CH:8]=[C:9]([CH:30]=[CH:31][C:32]=1[O:33][CH3:34])[CH2:10][C@H:11]([CH:27]([CH3:29])[CH3:28])[CH2:12][OH:13]. The catalyst class is: 6. (6) Reactant: Br[C:2]1[C:6]2[CH:7]=[N:8][C:9]([NH:11][C:12]([NH:14][C@@H:15]([C:17]3[CH:22]=[CH:21][CH:20]=[CH:19][CH:18]=3)[CH3:16])=[O:13])=[CH:10][C:5]=2[N:4]([C:23]([C:36]2[CH:41]=[CH:40][CH:39]=[CH:38][CH:37]=2)([C:30]2[CH:35]=[CH:34][CH:33]=[CH:32][CH:31]=2)[C:24]2[CH:29]=[CH:28][CH:27]=[CH:26][CH:25]=2)[N:3]=1.[CH2:42]([S-:44])[CH3:43].[Na+].[O-2].[Al+3].[O-2].[O-2].[Al+3]. The catalyst class is: 31. Product: [CH2:42]([S:44][C:2]1[C:6]2[CH:7]=[N:8][C:9]([NH:11][C:12]([NH:14][C@@H:15]([C:17]3[CH:22]=[CH:21][CH:20]=[CH:19][CH:18]=3)[CH3:16])=[O:13])=[CH:10][C:5]=2[N:4]([C:23]([C:36]2[CH:41]=[CH:40][CH:39]=[CH:38][CH:37]=2)([C:30]2[CH:35]=[CH:34][CH:33]=[CH:32][CH:31]=2)[C:24]2[CH:29]=[CH:28][CH:27]=[CH:26][CH:25]=2)[N:3]=1)[CH3:43]. (7) Reactant: [Br:1][C:2]1[CH:23]=[CH:22][CH:21]=[CH:20][C:3]=1[O:4][CH:5]1[CH2:10][CH2:9][N:8]([C:11]2[S:15][C:14]([C:16](=[N:18][OH:19])[NH2:17])=[N:13][N:12]=2)[CH2:7][CH2:6]1.[C:24](OC(=O)C)(=O)[CH3:25]. Product: [Br:1][C:2]1[CH:23]=[CH:22][CH:21]=[CH:20][C:3]=1[O:4][CH:5]1[CH2:6][CH2:7][N:8]([C:11]2[S:15][C:14]([C:16]3[N:17]=[C:24]([CH3:25])[O:19][N:18]=3)=[N:13][N:12]=2)[CH2:9][CH2:10]1. The catalyst class is: 17. (8) Reactant: C1([C@@H]([N:9]2[CH2:13][CH2:12][C@H:11]([CH2:14][OH:15])[CH2:10]2)C)C=CC=CC=1.[CH3:28][C:27]([O:26][C:24](O[C:24]([O:26][C:27]([CH3:30])([CH3:29])[CH3:28])=[O:25])=[O:25])([CH3:30])[CH3:29]. Product: [OH:15][CH2:14][C@H:11]1[CH2:12][CH2:13][N:9]([C:24]([O:26][C:27]([CH3:28])([CH3:29])[CH3:30])=[O:25])[CH2:10]1. The catalyst class is: 105.